Dataset: Reaction yield outcomes from USPTO patents with 853,638 reactions. Task: Predict the reaction yield, written as a fraction of the theoretical maximum amount of product (1.0 means a 100% yield; for example, 0.34 means a 34% yield). (1) The reactants are [F:1][C:2]1[CH:7]=[CH:6][C:5]([S:8]([C:11]2[N:12]=[C:13]([NH:21][C:22]3[N:26](CC4C=CC(OC)=CC=4)[N:25]=[CH:24][CH:23]=3)[C:14]3[C:19]([CH:20]=2)=[CH:18][CH:17]=[CH:16][CH:15]=3)(=[O:10])=[O:9])=[CH:4][CH:3]=1.C(O)(C(F)(F)F)=O. The catalyst is C(Cl)Cl. The product is [F:1][C:2]1[CH:7]=[CH:6][C:5]([S:8]([C:11]2[N:12]=[C:13]([NH:21][C:22]3[NH:26][N:25]=[CH:24][CH:23]=3)[C:14]3[C:19]([CH:20]=2)=[CH:18][CH:17]=[CH:16][CH:15]=3)(=[O:9])=[O:10])=[CH:4][CH:3]=1. The yield is 0.570. (2) The catalyst is C(Cl)Cl. The yield is 0.610. The product is [CH3:1][O:2][C:3]1[CH:4]=[CH:5][C:6]([NH:9][C:10](=[O:18])[C:11]2[CH:16]=[CH:15][CH:14]=[CH:13][C:12]=2[O:17][C:34](=[O:35])[C:33]2[CH:37]=[CH:38][C:30]([C:26]([CH3:28])([CH3:27])[CH3:29])=[CH:31][CH:32]=2)=[CH:7][CH:8]=1. The reactants are [CH3:1][O:2][C:3]1[CH:8]=[CH:7][C:6]([NH:9][C:10](=[O:18])[C:11]2[CH:16]=[CH:15][CH:14]=[CH:13][C:12]=2[OH:17])=[CH:5][CH:4]=1.C(N(CC)CC)C.[C:26]([C:30]1[CH:38]=[CH:37][C:33]([C:34](Cl)=[O:35])=[CH:32][CH:31]=1)([CH3:29])([CH3:28])[CH3:27].